From a dataset of Forward reaction prediction with 1.9M reactions from USPTO patents (1976-2016). Predict the product of the given reaction. (1) Given the reactants [CH3:1][O:2][C:3]1[CH:27]=[CH:26][C:6]([CH2:7][N:8]2[C:12]3[N:13]([CH2:19][C:20]4[N:24]=[C:23]([CH3:25])[O:22][N:21]=4)[CH2:14][CH2:15][CH2:16][C:17](=O)[C:11]=3[CH:10]=[N:9]2)=[CH:5][CH:4]=1.[F:28][C:29]1[CH:30]=[N:31][C:32]([NH:35][C:36]([NH2:38])=[S:37])=[N:33][CH:34]=1.II, predict the reaction product. The product is: [F:28][C:29]1[CH:30]=[N:31][C:32]([NH:35][C:36]2[S:37][C:16]3[CH2:15][CH2:14][N:13]([CH2:19][C:20]4[N:24]=[C:23]([CH3:25])[O:22][N:21]=4)[C:12]4[N:8]([CH2:7][C:6]5[CH:26]=[CH:27][C:3]([O:2][CH3:1])=[CH:4][CH:5]=5)[N:9]=[CH:10][C:11]=4[C:17]=3[N:38]=2)=[N:33][CH:34]=1. (2) Given the reactants [Br-].[Na+].Br([O-])(=O)=O.[Na+].[CH3:8][O:9][C:10]1[N:15]=[C:14]([C:16]2[C:20]3[N:21]=[C:22]([S:25][CH3:26])[N:23]=[CH:24][C:19]=3[S:18][C:17]=2[C:27]([O:29][CH3:30])=[O:28])[CH:13]=[CH:12][CH:11]=1.S(=O)(=O)(O)[OH:32], predict the reaction product. The product is: [CH3:8][O:9][C:10]1[N:15]=[C:14]([C:16]2[C:20]3[N:21]=[C:22]([S:25]([CH3:26])=[O:32])[N:23]=[CH:24][C:19]=3[S:18][C:17]=2[C:27]([O:29][CH3:30])=[O:28])[CH:13]=[CH:12][CH:11]=1. (3) Given the reactants [C:1]([CH:3]([CH2:9][C:10]#[N:11])C(OCC)=O)#[N:2].N1C=CC=CC=1.F[B-](F)(F)F.[C:23]1([N+:29]#[N:30])[CH:28]=[CH:27][CH:26]=[CH:25][CH:24]=1, predict the reaction product. The product is: [C:23]1([N:29]=[N:30][CH:3]([CH2:9][C:10]#[N:11])[C:1]#[N:2])[CH:28]=[CH:27][CH:26]=[CH:25][CH:24]=1. (4) Given the reactants [N:1]1([CH2:7][CH2:8][N:9]2[CH2:14][CH2:13][O:12][CH2:11][CH2:10]2)[CH2:6][CH2:5][NH:4][CH2:3][CH2:2]1.Br[CH2:16][C:17]#[N:18], predict the reaction product. The product is: [N:9]1([CH2:8][CH2:7][N:1]2[CH2:2][CH2:3][N:4]([CH2:16][C:17]#[N:18])[CH2:5][CH2:6]2)[CH2:10][CH2:11][O:12][CH2:13][CH2:14]1. (5) Given the reactants [F:1][C:2]1[CH:3]=[C:4]([CH:24]=[C:25]([N:27]2[CH2:32][CH2:31][O:30][CH2:29][CH2:28]2)[CH:26]=1)[C:5]([NH:7][C:8]1[C:17]2[C:12](=[CH:13][CH:14]=[CH:15][CH:16]=2)[C:11]([CH:18]=CCCCC)=[CH:10][CH:9]=1)=[O:6].O.I([O-])(=O)(=O)=[O:35].[Na+], predict the reaction product. The product is: [F:1][C:2]1[CH:3]=[C:4]([CH:24]=[C:25]([N:27]2[CH2:28][CH2:29][O:30][CH2:31][CH2:32]2)[CH:26]=1)[C:5]([NH:7][C:8]1[C:13]2[C:12](=[CH:17][CH:16]=[CH:15][CH:14]=2)[C:11]([CH:18]=[O:35])=[CH:10][CH:9]=1)=[O:6]. (6) Given the reactants Cl.Cl.[Cl:3][C:4]1[C:5]([CH3:31])=[C:6]([CH:25]2[CH2:30][CH2:29][NH:28][CH2:27][CH2:26]2)[C:7]([O:23][CH3:24])=[C:8]([CH:10]([N:12]2[C:16]3=[N:17][CH:18]=[N:19][C:20]([NH2:21])=[C:15]3[C:14]([CH3:22])=[N:13]2)[CH3:11])[CH:9]=1.[CH2:32]=O, predict the reaction product. The product is: [Cl:3][C:4]1[C:5]([CH3:31])=[C:6]([CH:25]2[CH2:26][CH2:27][N:28]([CH3:32])[CH2:29][CH2:30]2)[C:7]([O:23][CH3:24])=[C:8]([CH:10]([N:12]2[C:16]3=[N:17][CH:18]=[N:19][C:20]([NH2:21])=[C:15]3[C:14]([CH3:22])=[N:13]2)[CH3:11])[CH:9]=1.